Predict the product of the given reaction. From a dataset of Forward reaction prediction with 1.9M reactions from USPTO patents (1976-2016). (1) Given the reactants ON[C:3]([C:5]1[CH:6]=[C:7]2[C:12](=[CH:13][CH:14]=1)[NH:11][C@@H:10]([CH:15]([CH3:17])[CH3:16])[C:9](=[O:18])[NH:8]2)=[O:4].[CH3:19][O:20][C:21]1[CH:28]=[CH:27][C:24]([CH:25]=O)=[CH:23][CH:22]=1.C([Sn](Cl)(Cl)CCCC)CCC.C1([SiH3])C=CC=CC=1.C1C[O:50]CC1.CN(C=O)C, predict the reaction product. The product is: [CH3:19][O:20][C:21]1[CH:28]=[CH:27][C:24]([CH2:25][N:11]2[C:12]3[C:7](=[CH:6][C:5]([C:3]([OH:50])=[O:4])=[CH:14][CH:13]=3)[NH:8][C:9](=[O:18])[C@@H:10]2[CH:15]([CH3:17])[CH3:16])=[CH:23][CH:22]=1. (2) Given the reactants [CH3:1][O:2][C:3]1[CH:4]=[C:5]([CH:18]=[CH:19][CH:20]=1)[O:6][C:7]1[CH:8]=[C:9]([CH:15]=[CH:16][CH:17]=1)[C:10]([O:12]CC)=[O:11], predict the reaction product. The product is: [CH3:1][O:2][C:3]1[CH:4]=[C:5]([CH:18]=[CH:19][CH:20]=1)[O:6][C:7]1[CH:8]=[C:9]([CH:15]=[CH:16][CH:17]=1)[C:10]([OH:12])=[O:11]. (3) Given the reactants [Br:1][C:2]1[CH:29]=[CH:28][C:5]2[N:6](C(C3C=CC=CC=3)(C3C=CC=CC=3)C3C=CC=CC=3)[CH:7]=[N:8][C:4]=2[C:3]=1C.BrC1C=C(N)C(N)=CC=1[C:38]([F:41])([F:40])[F:39], predict the reaction product. The product is: [Br:1][C:2]1[C:29]([C:38]([F:41])([F:40])[F:39])=[CH:28][C:5]2[NH:6][CH:7]=[N:8][C:4]=2[CH:3]=1. (4) Given the reactants C1(C2C=CC=C(C)C=2[OH:11])CC1.CC(C)([O-])C.[K+].ClC1N=[N+]([O-])C(Cl)=CC=1.[Cl:27][C:28]1[N+:33]([O-])=[N:32][C:31]([O:35][C:36]2[C:41]([CH3:42])=[CH:40][CH:39]=[CH:38][C:37]=2[CH:43]2[CH2:45][CH2:44]2)=[CH:30][CH:29]=1.ClC1N=[N+]([O-])C(OC2C(C)=CC=CC=2C2CC2)=CC=1, predict the reaction product. The product is: [Cl:27][C:28]1[N:33]=[N:32][C:31]([O:35][C:36]2[C:41]([CH3:42])=[CH:40][CH:39]=[CH:38][C:37]=2[CH:43]2[CH2:45][CH2:44]2)=[C:30]([OH:11])[CH:29]=1. (5) Given the reactants [CH2:1]([O:6][C:7]1[CH:12]=[CH:11][C:10]([C:13]2[O:17][N:16]=[C:15]([C:18]3[CH:26]=[CH:25][C:21]([C:22]([OH:24])=[O:23])=[CH:20][CH:19]=3)[CH:14]=2)=[CH:9][CH:8]=1)[CH2:2][CH2:3][CH2:4][CH3:5].O1CCCC1.O[N:33]1[C:37]2[CH:38]=[CH:39][CH:40]=[CH:41][C:36]=2[N:35]=[N:34]1.Cl.C(N=C=NCCCN(C)C)C, predict the reaction product. The product is: [CH2:1]([O:6][C:7]1[CH:8]=[CH:9][C:10]([C:13]2[O:17][N:16]=[C:15]([C:18]3[CH:19]=[CH:20][C:21]([C:22]([O:24][N:33]4[C:37]5[CH:38]=[CH:39][CH:40]=[CH:41][C:36]=5[N:35]=[N:34]4)=[O:23])=[CH:25][CH:26]=3)[CH:14]=2)=[CH:11][CH:12]=1)[CH2:2][CH2:3][CH2:4][CH3:5]. (6) Given the reactants [CH2:1]([O:8][C:9]1[CH:10]=[C:11]([CH:14]=[CH:15][CH:16]=1)[CH:12]=O)[C:2]1[CH:7]=[CH:6][CH:5]=[CH:4][CH:3]=1.[NH3:17].C[Si]([C:22]#[N:23])(C)C, predict the reaction product. The product is: [NH2:17][CH:12]([C:11]1[CH:14]=[CH:15][CH:16]=[C:9]([O:8][CH2:1][C:2]2[CH:7]=[CH:6][CH:5]=[CH:4][CH:3]=2)[CH:10]=1)[C:22]#[N:23].